Dataset: Forward reaction prediction with 1.9M reactions from USPTO patents (1976-2016). Task: Predict the product of the given reaction. (1) Given the reactants I[C:2]1[CH:7]=[C:6]([C:8]2[CH2:12][CH2:11][CH2:10][CH:9]=2)[CH:5]=[CH:4][N:3]=1.[Li]CCCC.[CH2:18]([Sn:22]([CH2:28][CH2:29][CH2:30][CH3:31])([CH2:24][CH2:25][CH2:26][CH3:27])Cl)[CH2:19][CH2:20][CH3:21], predict the reaction product. The product is: [C:8]1([C:6]2[CH:5]=[CH:4][N:3]=[C:2]([Sn:22]([CH2:24][CH2:25][CH2:26][CH3:27])([CH2:28][CH2:29][CH2:30][CH3:31])[CH2:18][CH2:19][CH2:20][CH3:21])[CH:7]=2)[CH2:12][CH2:11][CH2:10][CH:9]=1. (2) Given the reactants [Cl:1][C:2]1[CH:3]=[C:4]([S:8]([N:11](S(C2C=CC=C(Cl)C=2)(=O)=O)[C:12]2[CH:17]=[C:16]([N+:18]([O-:20])=[O:19])[C:15]([CH3:21])=[CH:14][C:13]=2[F:22])(=[O:10])=[O:9])[CH:5]=[CH:6][CH:7]=1.[F-].C([N+](CCCC)(CCCC)CCCC)CCC, predict the reaction product. The product is: [Cl:1][C:2]1[CH:3]=[C:4]([S:8]([NH:11][C:12]2[CH:17]=[C:16]([N+:18]([O-:20])=[O:19])[C:15]([CH3:21])=[CH:14][C:13]=2[F:22])(=[O:9])=[O:10])[CH:5]=[CH:6][CH:7]=1. (3) Given the reactants [NH:1]1[C:5]2=[N:6][CH:7]=[CH:8][CH:9]=[C:4]2[C:3]([C:10]2[N:11]=[C:12]([NH2:15])[S:13][CH:14]=2)=[CH:2]1.[C:16]1([CH2:22][C:23](O)=[O:24])[CH:21]=[CH:20][CH:19]=[CH:18][CH:17]=1.C(N(CC)CC)C, predict the reaction product. The product is: [C:16]1([CH2:22][C:23]([NH:15][C:12]2[S:13][CH:14]=[C:10]([C:3]3[C:4]4[C:5](=[N:6][CH:7]=[CH:8][CH:9]=4)[NH:1][CH:2]=3)[N:11]=2)=[O:24])[CH:21]=[CH:20][CH:19]=[CH:18][CH:17]=1. (4) Given the reactants [F:1][C:2]([F:24])([F:23])[C:3]1[CH:4]=[C:5]([CH:16]=[C:17]([C:19]([F:22])([F:21])[F:20])[CH:18]=1)[CH2:6][N:7]1[C:11]([Cl:12])=[C:10]([C:13](O)=[O:14])[N:9]=[N:8]1.[Cl:25][C:26]1[CH:31]=[CH:30][CH:29]=[CH:28][C:27]=1[CH:32]1[CH2:36][CH2:35][CH2:34][NH:33]1.CCN=C=NCCCN(C)C, predict the reaction product. The product is: [F:22][C:19]([F:20])([F:21])[C:17]1[CH:16]=[C:5]([CH:4]=[C:3]([C:2]([F:24])([F:1])[F:23])[CH:18]=1)[CH2:6][N:7]1[C:11]([Cl:12])=[C:10]([C:13]([N:33]2[CH2:34][CH2:35][CH2:36][CH:32]2[C:27]2[CH:28]=[CH:29][CH:30]=[CH:31][C:26]=2[Cl:25])=[O:14])[N:9]=[N:8]1. (5) Given the reactants [Br:1][C:2]1[CH:7]=[CH:6][C:5]([OH:8])=[C:4]([C:9]([CH3:12])([CH3:11])[CH3:10])[CH:3]=1.[C:13]([O-])([O-])=O.[K+].[K+].CI, predict the reaction product. The product is: [Br:1][C:2]1[CH:7]=[CH:6][C:5]([O:8][CH3:13])=[C:4]([C:9]([CH3:12])([CH3:11])[CH3:10])[CH:3]=1. (6) Given the reactants [CH3:1][C:2]1[C:11]([C:12]2[S:13][C:14]([C:23]3[N:27]=[CH:26][N:25]([CH:28]4[CH2:33][CH2:32][CH2:31][CH2:30][O:29]4)[N:24]=3)=[C:15]([C:17]3[CH:22]=[CH:21][CH:20]=[CH:19][CH:18]=3)[N:16]=2)=[C:5]2[CH:6]=[C:7]([OH:10])[CH:8]=[CH:9][N:4]2[N:3]=1.C(=O)([O-])[O-].[K+].[K+].Cl[CH2:41][CH2:42][N:43]1[CH2:48][CH2:47][C:46]([F:50])([F:49])[CH2:45][CH2:44]1, predict the reaction product. The product is: [F:49][C:46]1([F:50])[CH2:47][CH2:48][N:43]([CH2:42][CH2:41][O:10][C:7]2[CH:8]=[CH:9][N:4]3[N:3]=[C:2]([CH3:1])[C:11]([C:12]4[S:13][C:14]([C:23]5[N:27]=[CH:26][N:25]([CH:28]6[CH2:33][CH2:32][CH2:31][CH2:30][O:29]6)[N:24]=5)=[C:15]([C:17]5[CH:22]=[CH:21][CH:20]=[CH:19][CH:18]=5)[N:16]=4)=[C:5]3[CH:6]=2)[CH2:44][CH2:45]1. (7) Given the reactants [OH:1][N:2]=[C:3](Cl)[C:4]1[CH:9]=[CH:8][CH:7]=[C:6]([N:10]2[CH:14]=[N:13][CH:12]=[N:11]2)[CH:5]=1.C([O-])(O)=O.[Na+].[Cl:21][C:22]1[CH:27]=[C:26]([C:28]([C:30]([F:33])([F:32])[F:31])=[CH2:29])[CH:25]=[C:24]([Cl:34])[CH:23]=1, predict the reaction product. The product is: [Cl:21][C:22]1[CH:27]=[C:26]([C:28]2([C:30]([F:33])([F:31])[F:32])[O:1][N:2]=[C:3]([C:4]3[CH:5]=[C:6]([N:10]4[CH:14]=[N:13][CH:12]=[N:11]4)[CH:7]=[CH:8][CH:9]=3)[CH2:29]2)[CH:25]=[C:24]([Cl:34])[CH:23]=1. (8) Given the reactants [F:1][C:2]1[CH:7]=[CH:6][C:5]([C:8]2[S:9][CH:10]=[C:11]([CH2:13][CH2:14][NH2:15])[N:12]=2)=[CH:4][CH:3]=1.[F:16][C:17]([F:33])([F:32])[C:18]1[O:22][N:21]=[C:20]([C:23]2[CH:24]=[N:25][CH:26]=[C:27]([CH:31]=2)[C:28](O)=[O:29])[N:19]=1, predict the reaction product. The product is: [F:1][C:2]1[CH:3]=[CH:4][C:5]([C:8]2[S:9][CH:10]=[C:11]([CH2:13][CH2:14][NH:15][C:28](=[O:29])[C:27]3[CH:31]=[C:23]([C:20]4[N:19]=[C:18]([C:17]([F:33])([F:32])[F:16])[O:22][N:21]=4)[CH:24]=[N:25][CH:26]=3)[N:12]=2)=[CH:6][CH:7]=1.